Predict the reactants needed to synthesize the given product. From a dataset of Full USPTO retrosynthesis dataset with 1.9M reactions from patents (1976-2016). (1) Given the product [Cl:1][C:2]1[CH:3]=[CH:4][C:5]([C:8]2[CH:9]=[C:10]([NH:20][C:26]([CH:23]3[CH2:24][CH2:25][O:21][CH2:22]3)=[O:27])[CH:11]=[N:12][C:13]=2[O:14][CH2:15][C:16]([F:17])([F:18])[F:19])=[CH:6][CH:7]=1, predict the reactants needed to synthesize it. The reactants are: [Cl:1][C:2]1[CH:7]=[CH:6][C:5]([C:8]2[CH:9]=[C:10]([NH2:20])[CH:11]=[N:12][C:13]=2[O:14][CH2:15][C:16]([F:19])([F:18])[F:17])=[CH:4][CH:3]=1.[O:21]1[CH2:25][CH2:24][CH:23]([C:26](O)=[O:27])[CH2:22]1. (2) Given the product [CH:3]1([C:6]2[C:11]([C:12]3[CH:17]=[CH:16][C:15]([F:18])=[CH:14][CH:13]=3)=[C:10]([F:19])[C:9]([O:20][CH2:21][CH3:22])=[C:8]([CH2:23][N:24]3[CH2:25][CH2:26][CH:27]([N:30]4[CH2:39][CH2:38][C:37]5[N:36]=[C:35]([CH3:40])[C:34]([C:41]([OH:43])=[O:42])=[CH:33][C:32]=5[C:31]4=[O:45])[CH2:28][CH2:29]3)[CH:7]=2)[CH2:5][CH2:4]1, predict the reactants needed to synthesize it. The reactants are: [OH-].[Na+].[CH:3]1([C:6]2[C:11]([C:12]3[CH:17]=[CH:16][C:15]([F:18])=[CH:14][CH:13]=3)=[C:10]([F:19])[C:9]([O:20][CH2:21][CH3:22])=[C:8]([CH2:23][N:24]3[CH2:29][CH2:28][CH:27]([N:30]4[CH2:39][CH2:38][C:37]5[N:36]=[C:35]([CH3:40])[C:34]([C:41]([O:43]C)=[O:42])=[CH:33][C:32]=5[C:31]4=[O:45])[CH2:26][CH2:25]3)[CH:7]=2)[CH2:5][CH2:4]1.Cl. (3) Given the product [O:4]([CH2:8][C:9]([C:11]1[S:12][C:13]([CH3:22])=[C:14]2[CH2:19][C:18]([CH3:21])([CH3:20])[CH2:17][CH2:16][C:15]=12)=[O:10])[C:1]1[CH:14]=[CH:15][CH:11]=[CH:9][CH:8]=1, predict the reactants needed to synthesize it. The reactants are: [C:1]([O-:4])([O-])=O.[K+].[K+].Br[CH2:8][C:9]([C:11]1[S:12][C:13]([CH3:22])=[C:14]2[CH2:19][C:18]([CH3:21])([CH3:20])[CH2:17][CH2:16][C:15]=12)=[O:10]. (4) The reactants are: Cl.CN(C)C.[CH3:6][C:7]1[CH:12]=[CH:11][C:10]([S:13](Cl)(=[O:15])=[O:14])=[CH:9][CH:8]=1.[Cl:17][C:18]1[CH:19]=[C:20](/[C:29](/[C:36]2[NH:41][C:40](=[O:42])[C:39]([CH3:43])=[CH:38][CH:37]=2)=[CH:30]\[CH:31]2[CH2:35][CH2:34][CH2:33][CH2:32]2)[CH:21]=[CH:22][C:23]=1[S:24][CH2:25][CH2:26][CH2:27][OH:28].CN(C)CCN. Given the product [CH3:6][C:7]1[CH:12]=[CH:11][C:10]([S:13]([O:28][CH2:27][CH2:26][CH2:25][S:24][C:23]2[CH:22]=[CH:21][C:20](/[C:29](/[C:36]3[NH:41][C:40](=[O:42])[C:39]([CH3:43])=[CH:38][CH:37]=3)=[CH:30]\[CH:31]3[CH2:35][CH2:34][CH2:33][CH2:32]3)=[CH:19][C:18]=2[Cl:17])(=[O:15])=[O:14])=[CH:9][CH:8]=1, predict the reactants needed to synthesize it. (5) Given the product [CH2:18]([C:12]1[C:13]([OH:14])=[N:6][CH:5]=[N:7][C:11]=1[OH:10])[CH3:19], predict the reactants needed to synthesize it. The reactants are: C(O)(=O)C.[CH:5]([NH2:7])=[NH:6].C([O:10][C:11](=O)[CH:12]([CH2:18][CH3:19])[C:13](OCC)=[O:14])C.[O-]CC.[Na+].